From a dataset of Catalyst prediction with 721,799 reactions and 888 catalyst types from USPTO. Predict which catalyst facilitates the given reaction. (1) Reactant: C([O-])(O)=O.[Na+].[NH:6]1[C:14]2[C:9](=[CH:10][CH:11]=[CH:12][CH:13]=2)[CH2:8][CH2:7]1.[C:15](Cl)(=[O:17])[CH3:16]. Product: [N:6]1([C:15](=[O:17])[CH3:16])[C:14]2[C:9](=[CH:10][CH:11]=[CH:12][CH:13]=2)[CH2:8][CH2:7]1. The catalyst class is: 2. (2) Reactant: [CH2:1]([N:5]1[CH2:10][CH2:9][N:8]([CH2:11][C:12]([O:14][CH3:15])=[O:13])[C:7](=[O:16])[C:6]1=[O:17])[CH2:2][CH2:3][CH3:4].C[Si]([N-][Si](C)(C)C)(C)C.[Li+].[CH2:28](Br)[C:29]1[CH:34]=[CH:33][CH:32]=[CH:31][CH:30]=1. Product: [CH2:1]([N:5]1[CH2:10][CH2:9][N:8]([CH:11]([CH2:28][C:29]2[CH:34]=[CH:33][CH:32]=[CH:31][CH:30]=2)[C:12]([O:14][CH3:15])=[O:13])[C:7](=[O:16])[C:6]1=[O:17])[CH2:2][CH2:3][CH3:4]. The catalyst class is: 1. (3) Reactant: [O:1]1CCO[CH:2]1[CH2:6][CH2:7][N:8]1[C:13]2=[N:14][C:15]([O:18][CH3:19])=[CH:16][N:17]=[C:12]2[CH:11]=[CH:10][C:9]1=[O:20].Cl. Product: [CH3:19][O:18][C:15]1[N:14]=[C:13]2[N:8]([CH2:7][CH2:6][CH:2]=[O:1])[C:9](=[O:20])[CH:10]=[CH:11][C:12]2=[N:17][CH:16]=1. The catalyst class is: 7. (4) Reactant: [C:1]1(=[O:11])[NH:5][C:4](=[O:6])[C:3]2=[CH:7][CH:8]=[CH:9][CH:10]=[C:2]12.[K].Br[CH2:14][CH2:15][CH2:16][CH2:17][C:18]([CH3:28])([CH3:27])[CH2:19][O:20][CH:21]1[CH2:26][CH2:25][CH2:24][CH2:23][O:22]1. The catalyst class is: 3. Product: [CH3:27][C:18]([CH3:28])([CH2:17][CH2:16][CH:15]([N:5]1[C:1](=[O:11])[C:2]2=[CH:10][CH:9]=[CH:8][CH:7]=[C:3]2[C:4]1=[O:6])[CH3:14])[CH2:19][O:20][CH:21]1[CH2:26][CH2:25][CH2:24][CH2:23][O:22]1.